This data is from Full USPTO retrosynthesis dataset with 1.9M reactions from patents (1976-2016). The task is: Predict the reactants needed to synthesize the given product. (1) Given the product [ClH:19].[CH3:11][C:10]([CH3:13])([CH3:12])[CH2:9][C@H:8]([NH2:7])[CH2:14][N:15]([CH3:17])[CH3:16], predict the reactants needed to synthesize it. The reactants are: C(OC(=O)[NH:7][C@H:8]([CH2:14][N:15]([CH3:17])[CH3:16])[CH2:9][C:10]([CH3:13])([CH3:12])[CH3:11])(C)(C)C.[ClH:19].C(OCC)(=O)C. (2) Given the product [Br:1][CH:2]([C:8]1[CH:13]=[CH:12][CH:11]=[C:10]([CH3:15])[N:9]=1)[C:3]([O:5][CH3:6])=[O:4], predict the reactants needed to synthesize it. The reactants are: [Br:1][CH:2]([C:8]1[CH:13]=[C:12](C)[CH:11]=[CH:10][N:9]=1)[C:3]([O:5][CH2:6]C)=[O:4].[CH3:15]COC(C)=O.